From a dataset of Full USPTO retrosynthesis dataset with 1.9M reactions from patents (1976-2016). Predict the reactants needed to synthesize the given product. (1) Given the product [C:1]([C:5]1[CH:10]=[CH:9][C:8]([N:11]2[C:15](=[O:16])[C:14]([CH3:18])([CH3:17])[N:13]([CH2:19][C:20]3[CH:25]=[CH:24][N:23]=[C:22]([NH:28][C:27]([N:35]4[CH2:36][CH2:37][N:32]([CH3:31])[CH2:33][CH2:34]4)=[O:26])[CH:21]=3)[C:12]2=[O:30])=[CH:7][CH:6]=1)([CH3:4])([CH3:3])[CH3:2], predict the reactants needed to synthesize it. The reactants are: [C:1]([C:5]1[CH:10]=[CH:9][C:8]([N:11]2[C:15](=[O:16])[C:14]([CH3:18])([CH3:17])[N:13]([CH2:19][C:20]3[CH:25]=[CH:24][N:23]4[O:26][C:27](=S)[N:28]=[C:22]4[CH:21]=3)[C:12]2=[O:30])=[CH:7][CH:6]=1)([CH3:4])([CH3:3])[CH3:2].[CH3:31][N:32]1[CH2:37][CH2:36][NH:35][CH2:34][CH2:33]1. (2) Given the product [Br:11][C:12]([F:19])([F:18])[C:13]([F:17])([F:16])[CH:14]1[CH2:4][CH:5]2[CH2:6][CH:15]1[CH:2]=[CH:1]2, predict the reactants needed to synthesize it. The reactants are: [CH2:1]1[CH:5]2[CH:6]3C=CC([CH:4]2C=[CH:2]1)C3.[Br:11][C:12]([F:19])([F:18])[C:13]([F:17])([F:16])[CH:14]=[CH2:15].